The task is: Predict the reactants needed to synthesize the given product.. This data is from Full USPTO retrosynthesis dataset with 1.9M reactions from patents (1976-2016). (1) Given the product [CH3:32][C:29]1[CH:30]=[CH:31][C:26]([CH:24]2[O:25][C:11](=[O:13])[NH:22][CH2:23]2)=[CH:27][CH:28]=1, predict the reactants needed to synthesize it. The reactants are: C(N(C(C)C)CC)(C)C.Cl[C:11](Cl)([O:13]C(=O)OC(Cl)(Cl)Cl)Cl.[NH2:22][CH2:23][CH:24]([C:26]1[CH:31]=[CH:30][C:29]([CH3:32])=[CH:28][CH:27]=1)[OH:25]. (2) Given the product [CH:26]1([CH2:29][NH:30][C:21]([C:15]2[CH:14]=[C:13]([C:11]3[N:12]=[C:8]([C:6]4[CH:5]=[CH:4][N:3]=[C:2]([NH:30][CH2:29][CH:26]5[CH2:28][CH2:27]5)[CH:7]=4)[S:9][CH:10]=3)[C:18](=[O:19])[NH:17][C:16]=2[CH3:20])=[O:22])[CH2:28][CH2:27]1, predict the reactants needed to synthesize it. The reactants are: Cl[C:2]1[CH:7]=[C:6]([C:8]2[S:9][CH:10]=[C:11]([C:13]3[C:18](=[O:19])[NH:17][C:16]([CH3:20])=[C:15]([C:21](OCC)=[O:22])[CH:14]=3)[N:12]=2)[CH:5]=[CH:4][N:3]=1.[CH:26]1([CH2:29][NH2:30])[CH2:28][CH2:27]1.Cl.